The task is: Regression. Given two drug SMILES strings and cell line genomic features, predict the synergy score measuring deviation from expected non-interaction effect.. This data is from NCI-60 drug combinations with 297,098 pairs across 59 cell lines. (1) Drug 1: C1=CC(=CC=C1CCC2=CNC3=C2C(=O)NC(=N3)N)C(=O)NC(CCC(=O)O)C(=O)O. Drug 2: CC1=C(N=C(N=C1N)C(CC(=O)N)NCC(C(=O)N)N)C(=O)NC(C(C2=CN=CN2)OC3C(C(C(C(O3)CO)O)O)OC4C(C(C(C(O4)CO)O)OC(=O)N)O)C(=O)NC(C)C(C(C)C(=O)NC(C(C)O)C(=O)NCCC5=NC(=CS5)C6=NC(=CS6)C(=O)NCCC[S+](C)C)O. Cell line: A498. Synergy scores: CSS=24.2, Synergy_ZIP=-0.248, Synergy_Bliss=-0.00739, Synergy_Loewe=-3.04, Synergy_HSA=0.450. (2) Drug 1: CN1CCC(CC1)COC2=C(C=C3C(=C2)N=CN=C3NC4=C(C=C(C=C4)Br)F)OC. Drug 2: CC1=C2C(C(=O)C3(C(CC4C(C3C(C(C2(C)C)(CC1OC(=O)C(C(C5=CC=CC=C5)NC(=O)C6=CC=CC=C6)O)O)OC(=O)C7=CC=CC=C7)(CO4)OC(=O)C)O)C)OC(=O)C. Cell line: HS 578T. Synergy scores: CSS=55.3, Synergy_ZIP=19.3, Synergy_Bliss=18.3, Synergy_Loewe=-26.6, Synergy_HSA=14.1. (3) Drug 1: C1=CC(=CC=C1C#N)C(C2=CC=C(C=C2)C#N)N3C=NC=N3. Drug 2: CC1=CC=C(C=C1)C2=CC(=NN2C3=CC=C(C=C3)S(=O)(=O)N)C(F)(F)F. Cell line: MDA-MB-231. Synergy scores: CSS=-7.84, Synergy_ZIP=11.8, Synergy_Bliss=7.35, Synergy_Loewe=-5.01, Synergy_HSA=-4.05. (4) Drug 1: CC1=CC2C(CCC3(C2CCC3(C(=O)C)OC(=O)C)C)C4(C1=CC(=O)CC4)C. Drug 2: C1C(C(OC1N2C=C(C(=O)NC2=O)F)CO)O. Cell line: OVCAR-5. Synergy scores: CSS=2.66, Synergy_ZIP=-10.3, Synergy_Bliss=-18.3, Synergy_Loewe=-24.2, Synergy_HSA=-21.1. (5) Drug 1: CC1=CC=C(C=C1)C2=CC(=NN2C3=CC=C(C=C3)S(=O)(=O)N)C(F)(F)F. Drug 2: CC12CCC3C(C1CCC2O)C(CC4=C3C=CC(=C4)O)CCCCCCCCCS(=O)CCCC(C(F)(F)F)(F)F. Cell line: RXF 393. Synergy scores: CSS=-2.23, Synergy_ZIP=0.420, Synergy_Bliss=-1.18, Synergy_Loewe=-4.46, Synergy_HSA=-4.36. (6) Drug 1: CC1CCC2CC(C(=CC=CC=CC(CC(C(=O)C(C(C(=CC(C(=O)CC(OC(=O)C3CCCCN3C(=O)C(=O)C1(O2)O)C(C)CC4CCC(C(C4)OC)O)C)C)O)OC)C)C)C)OC. Drug 2: CN(CCCl)CCCl.Cl. Cell line: HCC-2998. Synergy scores: CSS=25.7, Synergy_ZIP=-4.69, Synergy_Bliss=-1.35, Synergy_Loewe=-2.98, Synergy_HSA=-1.14. (7) Drug 1: CC1OCC2C(O1)C(C(C(O2)OC3C4COC(=O)C4C(C5=CC6=C(C=C35)OCO6)C7=CC(=C(C(=C7)OC)O)OC)O)O. Drug 2: C(=O)(N)NO. Cell line: A498. Synergy scores: CSS=22.5, Synergy_ZIP=-11.8, Synergy_Bliss=-5.08, Synergy_Loewe=-9.00, Synergy_HSA=-3.23. (8) Drug 1: C1=CN(C(=O)N=C1N)C2C(C(C(O2)CO)O)O.Cl. Drug 2: C1=NC(=NC(=O)N1C2C(C(C(O2)CO)O)O)N. Cell line: SN12C. Synergy scores: CSS=7.46, Synergy_ZIP=-11.5, Synergy_Bliss=-9.37, Synergy_Loewe=-17.9, Synergy_HSA=-7.68.